This data is from Reaction yield outcomes from USPTO patents with 853,638 reactions. The task is: Predict the reaction yield, written as a fraction of the theoretical maximum amount of product (1.0 means a 100% yield; for example, 0.34 means a 34% yield). (1) The reactants are [C:1](=[O:4])([O-])[OH:2].[Na+].Cl.NO.[C:9]([C:11]1[C:12](=[O:40])[N:13]([CH2:17][C@H:18]2[C@H:24]([C:25]3[CH:30]=[CH:29][C:28]([Cl:31])=[C:27]([Cl:32])[CH:26]=3)[O:23][CH2:22][CH2:21][N:20]([C:33]([O:35][C:36]([CH3:39])([CH3:38])[CH3:37])=[O:34])[CH2:19]2)[CH:14]=[CH:15][CH:16]=1)#[N:10].C1(C2CCCCCCCCCC=2)CCCCCCCCN[N:42]=1. The catalyst is CS(C)=O.O.C1COCC1. The product is [Cl:32][C:27]1[CH:26]=[C:25]([C@@H:24]2[O:23][CH2:22][CH2:21][N:20]([C:33]([O:35][C:36]([CH3:37])([CH3:39])[CH3:38])=[O:34])[CH2:19][C@H:18]2[CH2:17][N:13]2[CH:14]=[CH:15][CH:16]=[C:11]([C:9]3[NH:42][C:1](=[O:4])[O:2][N:10]=3)[C:12]2=[O:40])[CH:30]=[CH:29][C:28]=1[Cl:31]. The yield is 0.726. (2) The reactants are [Cl:1][C:2]1[CH:10]=[C:9]2[C:5]([CH:6]=[C:7]([C:11](=[O:28])[NH:12][CH:13]([C:18]3[CH:23]=[CH:22][CH:21]=[C:20]([C:24]([F:27])([F:26])[F:25])[CH:19]=3)[C:14]([F:17])([F:16])[F:15])[NH:8]2)=[CH:4][C:3]=1[C:29]([O:31]CC)=[O:30].B(Br)(Br)Br.O. The catalyst is ClCCl. The product is [Cl:1][C:2]1[CH:10]=[C:9]2[C:5]([CH:6]=[C:7]([C:11](=[O:28])[NH:12][CH:13]([C:18]3[CH:23]=[CH:22][CH:21]=[C:20]([C:24]([F:27])([F:26])[F:25])[CH:19]=3)[C:14]([F:16])([F:15])[F:17])[NH:8]2)=[CH:4][C:3]=1[C:29]([OH:31])=[O:30]. The yield is 0.790. (3) The reactants are [NH2:1][C:2]1[CH:3]=[C:4]([Cl:22])[C:5]([S:11][C:12]2[S:13][C:14]3[CH:20]=[CH:19][C:18]([Cl:21])=[CH:17][C:15]=3[N:16]=2)=[C:6]([C:8](=[O:10])[CH3:9])[CH:7]=1.[Cl:23][C:24]1[CH:29]=[C:28]([C:30]([F:33])([F:32])[F:31])[CH:27]=[CH:26][C:25]=1[S:34](Cl)(=[O:36])=[O:35]. The catalyst is N1C=CC=CC=1. The product is [C:8]([C:6]1[CH:7]=[C:2]([NH:1][S:34]([C:25]2[CH:26]=[CH:27][C:28]([C:30]([F:31])([F:32])[F:33])=[CH:29][C:24]=2[Cl:23])(=[O:36])=[O:35])[CH:3]=[C:4]([Cl:22])[C:5]=1[S:11][C:12]1[S:13][C:14]2[CH:20]=[CH:19][C:18]([Cl:21])=[CH:17][C:15]=2[N:16]=1)(=[O:10])[CH3:9]. The yield is 0.720. (4) The product is [C:1]([O:5][C:6]([N:8]1[CH:12]=[CH:11][CH:10]=[C:9]1[C:13]1[CH:18]=[C:17](/[CH:19]=[CH:26]/[C:25]([C:28]2[CH:36]=[CH:35][C:31]([C:32]([OH:34])=[O:33])=[CH:30][CH:29]=2)=[O:27])[C:16]([O:21][CH3:22])=[CH:15][C:14]=1[O:23][CH3:24])=[O:7])([CH3:4])([CH3:3])[CH3:2]. The yield is 0.0600. No catalyst specified. The reactants are [C:1]([O:5][C:6]([N:8]1[CH:12]=[CH:11][CH:10]=[C:9]1[C:13]1[CH:18]=[C:17]([CH:19]=O)[C:16]([O:21][CH3:22])=[CH:15][C:14]=1[O:23][CH3:24])=[O:7])([CH3:4])([CH3:3])[CH3:2].[C:25]([C:28]1[CH:36]=[CH:35][C:31]([C:32]([OH:34])=[O:33])=[CH:30][CH:29]=1)(=[O:27])[CH3:26].